Dataset: Orexin1 receptor HTS with 218,158 compounds and 233 confirmed actives. Task: Binary Classification. Given a drug SMILES string, predict its activity (active/inactive) in a high-throughput screening assay against a specified biological target. (1) The compound is S(=O)(=O)(N(CC1CCC(CC1)C(OCC)=O)Cc1c(cccc1)C)c1ccc([N+]([O-])=O)cc1. The result is 0 (inactive). (2) The compound is Clc1cc(Oc2ncc(S(=O)(=O)N3CCN(CC3)C)cc2)ccc1F. The result is 0 (inactive). (3) The drug is O(c1cc2c(NC(=O)C2=O)cc1)C. The result is 0 (inactive). (4) The drug is FC(F)(F)c1ccc(C2CC(OC(C(=O)N3CCN(CC3)Cc3cc4OCOc4cc3)=C2)OCc2ccc(cc2)CO)cc1. The result is 0 (inactive). (5) The molecule is Fc1cc(ccc1F)/C=N\Nc1cc(ccc1)C(O)=O. The result is 0 (inactive). (6) The drug is s1c2CCC(Cc2cc1C(=O)NN\C(=C1/N=CC=C1)C)C. The result is 0 (inactive). (7) The drug is S(=O)(=O)(N(C)C)c1cc(NC(=O)Cn2c(=O)c(N3CCCCC3)c(n(c2=O)CCC)N)ccc1. The result is 0 (inactive). (8) The drug is O1c2cc3cc(CN(CCc4c(cccc4)C)C(=O)CC)c(=O)[nH]c3cc2OC1. The result is 0 (inactive). (9) The compound is S(=O)(=O)(N1CCN(CC1)c1c([N+]([O-])=O)cc(cc1[N+]([O-])=O)C(F)(F)F)c1ccc(cc1)C. The result is 0 (inactive). (10) The result is 0 (inactive). The compound is s1c(C(=O)Nc2c(OC)cc(NC(=O)c3sccc3)c(OC)c2)ccc1.